The task is: Predict the product of the given reaction.. This data is from Forward reaction prediction with 1.9M reactions from USPTO patents (1976-2016). (1) Given the reactants [F:1][C:2]1[CH:19]=[CH:18][C:5]([CH2:6][CH2:7][C:8]2[C:9]([C:14]([O:16][CH3:17])=[O:15])=[N:10][CH:11]=[CH:12][CH:13]=2)=[CH:4][CH:3]=1.C1C=C(Cl)C=C(C(OO)=[O:28])C=1, predict the reaction product. The product is: [F:1][C:2]1[CH:19]=[CH:18][C:5]([CH2:6][CH2:7][C:8]2[C:9]([C:14]([O:16][CH3:17])=[O:15])=[N+:10]([O-:28])[CH:11]=[CH:12][CH:13]=2)=[CH:4][CH:3]=1. (2) Given the reactants C1(P(C2CCCCC2)C2C=CC=CC=2C2C(C(C)C)=CC(C(C)C)=CC=2C(C)C)CCCCC1.[O:35]1[CH2:40][CH2:39][N:38]([C:41]2[CH:42]=[C:43]([NH2:47])[CH:44]=[N:45][CH:46]=2)[CH2:37][CH2:36]1.Cl[C:49]1[C:58]2[C:53](=[CH:54][C:55]([F:60])=[CH:56][C:57]=2[F:59])[N:52]=[C:51]([C:61]2[CH:66]=[CH:65][N:64]=[C:63]([O:67][CH3:68])[CH:62]=2)[C:50]=1[CH3:69].CC(C)([O-])C.[Na+], predict the reaction product. The product is: [F:59][C:57]1[CH:56]=[C:55]([F:60])[CH:54]=[C:53]2[C:58]=1[C:49]([NH:47][C:43]1[CH:44]=[N:45][CH:46]=[C:41]([N:38]3[CH2:39][CH2:40][O:35][CH2:36][CH2:37]3)[CH:42]=1)=[C:50]([CH3:69])[C:51]([C:61]1[CH:66]=[CH:65][N:64]=[C:63]([O:67][CH3:68])[CH:62]=1)=[N:52]2. (3) Given the reactants Cl[C:2]1[N:7]=[C:6]([N:8]2[CH2:12][CH2:11][C:10]([F:14])([F:13])[CH2:9]2)[C:5]2[CH:15]=[N:16][N:17]([CH2:18][C:19]3[CH:24]=[CH:23][C:22]([O:25][CH3:26])=[CH:21][CH:20]=3)[C:4]=2[CH:3]=1.[CH:27]1([B-](F)(F)F)[CH2:29][CH2:28]1.[K+].C(=O)([O-])[O-].[Cs+].[Cs+].C(P(C12CC3CC(CC(C3)C1)C2)C12CC3CC(CC(C3)C1)C2)CCC, predict the reaction product. The product is: [CH:27]1([C:2]2[N:7]=[C:6]([N:8]3[CH2:12][CH2:11][C:10]([F:13])([F:14])[CH2:9]3)[C:5]3[CH:15]=[N:16][N:17]([CH2:18][C:19]4[CH:20]=[CH:21][C:22]([O:25][CH3:26])=[CH:23][CH:24]=4)[C:4]=3[CH:3]=2)[CH2:29][CH2:28]1. (4) The product is: [Cl:14][C:8]1[C:7]([CH:20]([C:19]2[C:22]([CH:25]=[CH2:26])=[CH:23][N:24]=[C:17]([O:16][CH3:15])[CH:18]=2)[OH:21])=[CH:12][C:11]([Cl:13])=[CH:10][N:9]=1. Given the reactants [Li]CCCC.Br[C:7]1[C:8]([Cl:14])=[N:9][CH:10]=[C:11]([Cl:13])[CH:12]=1.[CH3:15][O:16][C:17]1[CH:18]=[C:19]([C:22]([CH:25]=[CH2:26])=[CH:23][N:24]=1)[CH:20]=[O:21], predict the reaction product. (5) Given the reactants [CH3:1][O:2][NH:3][C:4]1[N:9]=[C:8]([NH:10][CH2:11][CH2:12][CH3:13])[N:7]=[C:6]([NH:14][CH2:15][C:16]#[CH:17])[N:5]=1.[ClH:18].C(OCC)C.Cl.C(ONC1N=C(NCCC)N=C(NCC#C)N=1)(C)(C)C, predict the reaction product. The product is: [ClH:18].[CH3:1][O:2][NH:3][C:4]1[N:5]=[C:6]([NH:14][CH2:15][CH2:16][CH3:17])[N:7]=[C:8]([NH:10][CH2:11][C:12]#[CH:13])[N:9]=1.